This data is from Forward reaction prediction with 1.9M reactions from USPTO patents (1976-2016). The task is: Predict the product of the given reaction. The product is: [Br:1][C:2]1[CH:3]=[C:4]([O:11][CH:12]([CH3:14])[CH3:13])[C:5]([CH3:10])=[C:6]([CH:7]=1)[CH:8]=[O:9]. Given the reactants [Br:1][C:2]1[CH:3]=[C:4]([O:11][CH:12]([CH3:14])[CH3:13])[C:5]([CH3:10])=[C:6]([CH2:8][OH:9])[CH:7]=1, predict the reaction product.